This data is from NCI-60 drug combinations with 297,098 pairs across 59 cell lines. The task is: Regression. Given two drug SMILES strings and cell line genomic features, predict the synergy score measuring deviation from expected non-interaction effect. Drug 1: CN(CCCl)CCCl.Cl. Drug 2: CCC1(C2=C(COC1=O)C(=O)N3CC4=CC5=C(C=CC(=C5CN(C)C)O)N=C4C3=C2)O.Cl. Cell line: HT29. Synergy scores: CSS=42.9, Synergy_ZIP=2.83, Synergy_Bliss=6.83, Synergy_Loewe=-9.04, Synergy_HSA=8.22.